Dataset: NCI-60 drug combinations with 297,098 pairs across 59 cell lines. Task: Regression. Given two drug SMILES strings and cell line genomic features, predict the synergy score measuring deviation from expected non-interaction effect. (1) Drug 1: CC12CCC3C(C1CCC2=O)CC(=C)C4=CC(=O)C=CC34C. Drug 2: COC1=NC(=NC2=C1N=CN2C3C(C(C(O3)CO)O)O)N. Cell line: CAKI-1. Synergy scores: CSS=24.7, Synergy_ZIP=1.96, Synergy_Bliss=3.10, Synergy_Loewe=5.51, Synergy_HSA=5.63. (2) Drug 1: COC1=CC(=CC(=C1O)OC)C2C3C(COC3=O)C(C4=CC5=C(C=C24)OCO5)OC6C(C(C7C(O6)COC(O7)C8=CC=CS8)O)O. Drug 2: CCC1(CC2CC(C3=C(CCN(C2)C1)C4=CC=CC=C4N3)(C5=C(C=C6C(=C5)C78CCN9C7C(C=CC9)(C(C(C8N6C)(C(=O)OC)O)OC(=O)C)CC)OC)C(=O)OC)O.OS(=O)(=O)O. Cell line: U251. Synergy scores: CSS=66.7, Synergy_ZIP=1.57, Synergy_Bliss=0.763, Synergy_Loewe=2.62, Synergy_HSA=3.73. (3) Drug 1: CNC(=O)C1=CC=CC=C1SC2=CC3=C(C=C2)C(=NN3)C=CC4=CC=CC=N4. Drug 2: C1CCC(C1)C(CC#N)N2C=C(C=N2)C3=C4C=CNC4=NC=N3. Synergy scores: CSS=4.53, Synergy_ZIP=-0.111, Synergy_Bliss=1.43, Synergy_Loewe=-1.36, Synergy_HSA=0.521. Cell line: OVCAR-4. (4) Drug 1: CC12CCC(CC1=CCC3C2CCC4(C3CC=C4C5=CN=CC=C5)C)O. Drug 2: CC1C(C(CC(O1)OC2CC(OC(C2O)C)OC3=CC4=CC5=C(C(=O)C(C(C5)C(C(=O)C(C(C)O)O)OC)OC6CC(C(C(O6)C)O)OC7CC(C(C(O7)C)O)OC8CC(C(C(O8)C)O)(C)O)C(=C4C(=C3C)O)O)O)O. Cell line: SK-OV-3. Synergy scores: CSS=4.66, Synergy_ZIP=6.28, Synergy_Bliss=13.8, Synergy_Loewe=13.6, Synergy_HSA=13.3. (5) Synergy scores: CSS=17.0, Synergy_ZIP=-3.60, Synergy_Bliss=1.67, Synergy_Loewe=-14.7, Synergy_HSA=-3.52. Drug 2: C(CN)CNCCSP(=O)(O)O. Drug 1: C1=CC(=CC=C1CC(C(=O)O)N)N(CCCl)CCCl.Cl. Cell line: COLO 205. (6) Drug 1: CC(C)(C#N)C1=CC(=CC(=C1)CN2C=NC=N2)C(C)(C)C#N. Drug 2: CC(C)CN1C=NC2=C1C3=CC=CC=C3N=C2N. Cell line: MDA-MB-435. Synergy scores: CSS=-4.86, Synergy_ZIP=10.1, Synergy_Bliss=12.3, Synergy_Loewe=2.23, Synergy_HSA=-0.858.